Dataset: Forward reaction prediction with 1.9M reactions from USPTO patents (1976-2016). Task: Predict the product of the given reaction. (1) Given the reactants [CH3:1][C:2]1[CH:3]=[C:4]([S:8]([NH:11][C:12]2[C:13](=[O:29])[N:14]([CH2:21][C:22]([O:24]C(C)(C)C)=[O:23])[C:15]([CH:18]([CH3:20])[CH3:19])=[CH:16][CH:17]=2)(=[O:10])=[O:9])[CH:5]=[CH:6][CH:7]=1.FC(F)(F)C(O)=O, predict the reaction product. The product is: [CH3:1][C:2]1[CH:3]=[C:4]([S:8]([NH:11][C:12]2[C:13](=[O:29])[N:14]([CH2:21][C:22]([OH:24])=[O:23])[C:15]([CH:18]([CH3:20])[CH3:19])=[CH:16][CH:17]=2)(=[O:10])=[O:9])[CH:5]=[CH:6][CH:7]=1. (2) Given the reactants [CH3:1][N:2]1[CH2:7][CH2:6][N:5]([C:8]2[CH:16]=[CH:15][C:11]([C:12](O)=[O:13])=[CH:10][CH:9]=2)[CH2:4][CH2:3]1.C(Cl)(=O)C([Cl:20])=O, predict the reaction product. The product is: [CH3:1][N:2]1[CH2:7][CH2:6][N:5]([C:8]2[CH:16]=[CH:15][C:11]([C:12]([Cl:20])=[O:13])=[CH:10][CH:9]=2)[CH2:4][CH2:3]1. (3) Given the reactants [OH-].[NH4+:2].Cl([O-])(=O)(=O)=O.[F:8][C:9]1[CH:10]=[CH:11][C:12]2[C:13]3[C:14]4[C:26](=[O:27])[CH2:25][C:24]([CH3:29])([CH3:28])[CH2:23][C:15]=4[O+]=[C:17]([CH3:22])[C:18]=3[NH:19][C:20]=2[CH:21]=1.O, predict the reaction product. The product is: [F:8][C:9]1[CH:10]=[CH:11][C:12]2[C:13]3[C:14]4[C:26](=[O:27])[CH2:25][C:24]([CH3:28])([CH3:29])[CH2:23][C:15]=4[N:2]=[C:17]([CH3:22])[C:18]=3[NH:19][C:20]=2[CH:21]=1. (4) Given the reactants [C:1]12([CH2:11][O:12][C:13]([NH:15][C@@H:16]([CH2:20][NH:21][C:22]([C:24]3[S:25][C:26]([CH2:29][CH2:30][C:31](=[O:39])[NH:32][C:33]4[NH:34][CH2:35][CH2:36][CH2:37][N:38]=4)=[CH:27][CH:28]=3)=[O:23])[C:17]([OH:19])=[O:18])=[O:14])[CH2:10][CH:5]3[CH2:6][CH:7]([CH2:9][CH:3]([CH2:4]3)[CH2:2]1)[CH2:8]2.S(Cl)(Cl)=O.[CH:44](O)([CH3:46])[CH3:45], predict the reaction product. The product is: [CH:44]([O:18][C:17](=[O:19])[C@@H:16]([NH:15][C:13]([O:12][CH2:11][C:1]12[CH2:10][CH:5]3[CH2:6][CH:7]([CH2:9][CH:3]([CH2:4]3)[CH2:2]1)[CH2:8]2)=[O:14])[CH2:20][NH:21][C:22]([C:24]1[S:25][C:26]([CH2:29][CH2:30][C:31](=[O:39])[NH:32][C:33]2[NH:34][CH2:35][CH2:36][CH2:37][N:38]=2)=[CH:27][CH:28]=1)=[O:23])([CH3:46])[CH3:45]. (5) Given the reactants C1C=CC(OP([O:13][C:14]2C=CC=CC=2)(N=[N+]=[N-])=O)=CC=1.[F:20][C:21]1[C:29]([NH:30][S:31]([CH2:34][CH2:35][CH3:36])(=[O:33])=[O:32])=[CH:28][CH:27]=[C:26]([F:37])[C:22]=1C(O)=O.C([N:40](CC)CC)C.O1CCCC1.[NH:50]1[CH:54]=[CH:53][CH:52]=[N:51]1, predict the reaction product. The product is: [F:20][C:21]1[C:29]([NH:30][S:31]([CH2:34][CH2:35][CH3:36])(=[O:32])=[O:33])=[CH:28][CH:27]=[C:26]([F:37])[C:22]=1[NH:40][C:14]([N:50]1[CH:54]=[CH:53][CH:52]=[N:51]1)=[O:13]. (6) Given the reactants [N:1]1([CH2:7][CH2:8][NH:9][C:10]2[C:17]([F:18])=[CH:16][CH:15]=[CH:14][C:11]=2[CH:12]=O)[CH2:6][CH2:5][CH2:4][CH2:3][CH2:2]1.[CH3:19][C:20]([CH3:25])([CH3:24])[CH2:21][CH2:22][NH2:23], predict the reaction product. The product is: [CH3:19][C:20]([CH3:25])([CH3:24])[CH2:21][CH2:22]/[N:23]=[CH:12]/[C:11]1[CH:14]=[CH:15][CH:16]=[C:17]([F:18])[C:10]=1[NH:9][CH2:8][CH2:7][N:1]1[CH2:6][CH2:5][CH2:4][CH2:3][CH2:2]1. (7) Given the reactants [C:1]([C:3]1[CH:8]=[CH:7][C:6]([CH2:9][C:10]([OH:12])=O)=[CH:5][CH:4]=1)#[N:2].Cl.[CH3:14][N:15]1[CH2:20][CH2:19][N:18]([C:21]2[CH:26]=[C:25]([C:27]3[CH:36]=[C:35]4[C:30]([CH2:31][CH2:32][NH:33][CH2:34]4)=[CH:29][CH:28]=3)[N:24]=[C:23]([NH2:37])[N:22]=2)[CH2:17][CH2:16]1, predict the reaction product. The product is: [NH2:37][C:23]1[N:24]=[C:25]([C:27]2[CH:36]=[C:35]3[C:30]([CH2:31][CH2:32][N:33]([C:10](=[O:12])[CH2:9][C:6]4[CH:5]=[CH:4][C:3]([C:1]#[N:2])=[CH:8][CH:7]=4)[CH2:34]3)=[CH:29][CH:28]=2)[CH:26]=[C:21]([N:18]2[CH2:17][CH2:16][N:15]([CH3:14])[CH2:20][CH2:19]2)[N:22]=1. (8) Given the reactants [C:1](=[O:21])([O:17][CH:18](Cl)[CH3:19])[O:2][CH2:3][CH2:4][CH2:5][CH2:6][C@@H:7]([O:13][N+:14]([O-:16])=[O:15])[CH2:8][O:9][N+:10]([O-:12])=[O:11].[CH2:22]([C:26]1[N:27]([CH2:35][C:36]2[CH:41]=[CH:40][C:39]([C:42]3[CH:47]=[CH:46][CH:45]=[CH:44][C:43]=3[C:48]3[N:52](C(C4C=CC=CC=4)(C4C=CC=CC=4)C4C=CC=CC=4)[N:51]=[N:50][N:49]=3)=[CH:38][CH:37]=2)[C:28]([C:32]([OH:34])=[O:33])=[C:29]([Cl:31])[N:30]=1)[CH2:23][CH2:24][CH3:25].C([O-])([O-])=O.[Cs+].[Cs+].O, predict the reaction product. The product is: [CH2:22]([C:26]1[N:27]([CH2:35][C:36]2[CH:41]=[CH:40][C:39]([C:42]3[CH:47]=[CH:46][CH:45]=[CH:44][C:43]=3[C:48]3[NH:52][N:51]=[N:50][N:49]=3)=[CH:38][CH:37]=2)[C:28]([C:32]([O:34][CH:18]([O:17][C:1]([O:2][CH2:3][CH2:4][CH2:5][CH2:6][C@@H:7]([O:13][N+:14]([O-:16])=[O:15])[CH2:8][O:9][N+:10]([O-:12])=[O:11])=[O:21])[CH3:19])=[O:33])=[C:29]([Cl:31])[N:30]=1)[CH2:23][CH2:24][CH3:25]. (9) Given the reactants [C:1]([NH:4][CH2:5][C@@H:6]1[CH2:10][CH2:9][N:8]([C@H](C2C=CC=CC=2)C)[C@@H:7]1[C:19]([NH2:21])=[O:20])(=[O:3])[CH3:2].O, predict the reaction product. The product is: [C:1]([NH:4][CH2:5][C@@H:6]1[CH2:10][CH2:9][NH:8][C@@H:7]1[C:19]([NH2:21])=[O:20])(=[O:3])[CH3:2].